This data is from CYP2D6 inhibition data for predicting drug metabolism from PubChem BioAssay. The task is: Regression/Classification. Given a drug SMILES string, predict its absorption, distribution, metabolism, or excretion properties. Task type varies by dataset: regression for continuous measurements (e.g., permeability, clearance, half-life) or binary classification for categorical outcomes (e.g., BBB penetration, CYP inhibition). Dataset: cyp2d6_veith. (1) The molecule is O=C1C2=CC[C@H]3C(=O)N(C[C@@H]4CCCO4)C(=O)[C@@H]3[C@@H]2[C@H](O)[C@@H]2O[C@H]12. The result is 0 (non-inhibitor). (2) The molecule is COc1cccc(Nc2ncc3nc(C)c(=O)n(C[C@H]4CCCO4)c3n2)c1. The result is 0 (non-inhibitor). (3) The result is 1 (inhibitor). The drug is N[C@H](Cn1ccc(=O)[nH]c1=O)C(=O)O.